From a dataset of Peptide-MHC class I binding affinity with 185,985 pairs from IEDB/IMGT. Regression. Given a peptide amino acid sequence and an MHC pseudo amino acid sequence, predict their binding affinity value. This is MHC class I binding data. (1) The peptide sequence is FPFKSAAAF. The MHC is Mamu-A2201 with pseudo-sequence Mamu-A2201. The binding affinity (normalized) is 0.969. (2) The MHC is HLA-B18:01 with pseudo-sequence HLA-B18:01. The peptide sequence is TKDETREQL. The binding affinity (normalized) is 0.0847. (3) The peptide sequence is KYFDDVTAF. The MHC is HLA-A11:01 with pseudo-sequence HLA-A11:01. The binding affinity (normalized) is 0.0847.